The task is: Regression. Given two drug SMILES strings and cell line genomic features, predict the synergy score measuring deviation from expected non-interaction effect.. This data is from NCI-60 drug combinations with 297,098 pairs across 59 cell lines. (1) Drug 1: CC(CN1CC(=O)NC(=O)C1)N2CC(=O)NC(=O)C2. Drug 2: COCCOC1=C(C=C2C(=C1)C(=NC=N2)NC3=CC=CC(=C3)C#C)OCCOC.Cl. Cell line: SK-MEL-28. Synergy scores: CSS=1.98, Synergy_ZIP=-3.22, Synergy_Bliss=-3.80, Synergy_Loewe=-4.32, Synergy_HSA=-4.09. (2) Drug 1: C1=CC(=C2C(=C1NCCNCCO)C(=O)C3=C(C=CC(=C3C2=O)O)O)NCCNCCO. Drug 2: CC1C(C(CC(O1)OC2CC(CC3=C2C(=C4C(=C3O)C(=O)C5=C(C4=O)C(=CC=C5)OC)O)(C(=O)CO)O)N)O.Cl. Cell line: KM12. Synergy scores: CSS=34.1, Synergy_ZIP=-4.18, Synergy_Bliss=-4.59, Synergy_Loewe=-2.79, Synergy_HSA=-1.44.